This data is from Forward reaction prediction with 1.9M reactions from USPTO patents (1976-2016). The task is: Predict the product of the given reaction. Given the reactants Cl[C:2]1[C:7]([Cl:8])=[N:6][CH:5]=[CH:4][N:3]=1.[C:9]([O:13][C:14]([N:16]1[CH2:21][CH2:20][CH:19]([CH2:22][NH2:23])[CH2:18][CH2:17]1)=[O:15])([CH3:12])([CH3:11])[CH3:10].C(=O)([O-])[O-].[Cs+].[Cs+], predict the reaction product. The product is: [C:9]([O:13][C:14]([N:16]1[CH2:21][CH2:20][CH:19]([CH2:22][NH:23][C:2]2[C:7]([Cl:8])=[N:6][CH:5]=[CH:4][N:3]=2)[CH2:18][CH2:17]1)=[O:15])([CH3:12])([CH3:11])[CH3:10].